From a dataset of Forward reaction prediction with 1.9M reactions from USPTO patents (1976-2016). Predict the product of the given reaction. (1) Given the reactants [OH:1][CH2:2][C@@H:3]([NH:18][C:19](=[O:25])[O:20][C:21]([CH3:24])([CH3:23])[CH3:22])[C@H:4]([C:8]1[CH:13]=[CH:12][C:11]([C:14]([F:17])([F:16])[F:15])=[CH:10][CH:9]=1)[CH2:5][O:6][CH3:7].[NH2:26][C@H:27]([C@@H:46]([C:50]1[CH:55]=[CH:54][C:53]([C:56]([F:59])([F:58])[F:57])=[CH:52][CH:51]=1)[CH2:47][O:48][CH3:49])[CH2:28][NH:29][C:30]1[S:31][C:32]([C:35]2[CH:36]=[C:37]3[C:42](=[CH:43][CH:44]=2)[CH:41]=[N:40][C:39]([F:45])=[CH:38]3)=[CH:33][N:34]=1, predict the reaction product. The product is: [NH2:26][C@@H:27]([C@H:46]([C:50]1[CH:51]=[CH:52][C:53]([C:56]([F:57])([F:58])[F:59])=[CH:54][CH:55]=1)[CH2:47][O:48][CH3:49])[CH2:28][NH:29][C:30]1[S:31][C:32]([C:35]2[CH:36]=[C:37]3[C:42](=[CH:43][CH:44]=2)[CH:41]=[N:40][C:39]([F:45])=[CH:38]3)=[CH:33][N:34]=1.[OH:1][CH2:2][C@@H:3]([NH:18][C:19](=[O:25])[O:20][C:21]([CH3:23])([CH3:22])[CH3:24])[C@H:4]([C:8]1[CH:9]=[CH:10][C:11]([C:14]([F:17])([F:16])[F:15])=[CH:12][CH:13]=1)[CH2:5][O:6][CH3:7]. (2) Given the reactants C([NH3+])(C)(C)C.[C:6]12([CH2:16][O:17][C:18]([C:20]([F:26])([F:25])[S:21]([O-:24])(=[O:23])=[O:22])=[O:19])[CH2:15][CH:10]3[CH2:11][CH:12]([CH2:14][CH:8]([CH2:9]3)[CH2:7]1)[CH2:13]2.O.[Br-].[C:29]1([S+:35]([C:42]2[CH:47]=[CH:46][CH:45]=[CH:44][CH:43]=2)[C:36]2[CH:41]=[CH:40][CH:39]=[CH:38][CH:37]=2)[CH:34]=[CH:33][CH:32]=[CH:31][CH:30]=1, predict the reaction product. The product is: [C:6]12([CH2:16][O:17][C:18]([C:20]([F:26])([F:25])[S:21]([O-:24])(=[O:22])=[O:23])=[O:19])[CH2:15][CH:10]3[CH2:9][CH:8]([CH2:14][CH:12]([CH2:11]3)[CH2:13]1)[CH2:7]2.[C:42]1([S+:35]([C:29]2[CH:30]=[CH:31][CH:32]=[CH:33][CH:34]=2)[C:36]2[CH:41]=[CH:40][CH:39]=[CH:38][CH:37]=2)[CH:43]=[CH:44][CH:45]=[CH:46][CH:47]=1.